The task is: Predict the product of the given reaction.. This data is from Forward reaction prediction with 1.9M reactions from USPTO patents (1976-2016). (1) Given the reactants [OH:1][CH2:2][C:3]1[NH:4][C:5]2[CH:11]=[CH:10][CH:9]=[CH:8][C:6]=2[N:7]=1.C(N(CC)C(C)C)(C)C.[CH3:21][Si:22]([CH3:29])([CH3:28])[CH2:23][CH2:24][O:25][CH2:26]Cl, predict the reaction product. The product is: [CH3:21][Si:22]([CH3:29])([CH3:28])[CH2:23][CH2:24][O:25][CH2:26][N:7]1[C:6]2[CH:8]=[CH:9][CH:10]=[CH:11][C:5]=2[N:4]=[C:3]1[CH2:2][OH:1]. (2) Given the reactants [CH3:1][O:2][C:3]([C@@H:5]([N:13]1[CH2:21][C:17]2[CH:18]=[CH:19][S:20][C:16]=2[CH2:15][CH2:14]1)[C:6]1[CH:7]=[CH:8][CH:9]=[CH:10][C:11]=1[Cl:12])=[O:4].[S:22](=[O:26])(=[O:25])([OH:24])[OH:23].C(OCC)C, predict the reaction product. The product is: [CH3:1][O:2][C:3]([C@@H:5]([N:13]1[CH2:21][C:17]2[CH:18]=[CH:19][S:20][C:16]=2[CH2:15][CH2:14]1)[C:6]1[C:11]([Cl:12])=[CH:10][CH:9]=[CH:8][CH:7]=1)=[O:4].[OH:25][S:22]([OH:26])(=[O:24])=[O:23]. (3) The product is: [CH:1]1[C:9]2[C:8]3[CH:10]=[CH:11][CH:12]=[CH:13][C:7]=3[O:6][C:5]=2[C:4]([NH2:14])=[CH:3][CH:2]=1. Given the reactants [CH:1]1[C:9]2[C:8]3[CH:10]=[CH:11][CH:12]=[CH:13][C:7]=3[O:6][C:5]=2[C:4]([NH:14]C(=O)C)=[CH:3][CH:2]=1.Cl.C(=O)([O-])[O-].[Na+].[Na+], predict the reaction product. (4) Given the reactants [CH:1]1([C@H:7]([NH:12][C:13]([C:15]2[S:16][C:17]([C:37]3[CH:42]=[CH:41][C:40]([O:43][CH3:44])=[CH:39][CH:38]=3)=[CH:18][C:19]=2[NH:20][C:21]([NH:23][C:24]2[C:29]([Cl:30])=[CH:28][C:27]([O:31][C:32]([F:35])([F:34])[F:33])=[CH:26][C:25]=2[Cl:36])=[O:22])=[O:14])[C:8]([O:10]C)=[O:9])[CH2:6][CH2:5][CH2:4][CH2:3][CH2:2]1.[OH-].[Li+], predict the reaction product. The product is: [CH:1]1([C@H:7]([NH:12][C:13]([C:15]2[S:16][C:17]([C:37]3[CH:42]=[CH:41][C:40]([O:43][CH3:44])=[CH:39][CH:38]=3)=[CH:18][C:19]=2[NH:20][C:21]([NH:23][C:24]2[C:29]([Cl:30])=[CH:28][C:27]([O:31][C:32]([F:33])([F:34])[F:35])=[CH:26][C:25]=2[Cl:36])=[O:22])=[O:14])[C:8]([OH:10])=[O:9])[CH2:6][CH2:5][CH2:4][CH2:3][CH2:2]1. (5) Given the reactants [C:1]([O:5][C:6](=[O:14])[NH:7][C:8]1[CH:13]=[CH:12][CH:11]=[CH:10][CH:9]=1)([CH3:4])([CH3:3])[CH3:2].[Li]C(C)(C)C.[C:20]1(=[O:24])[CH2:23][CH2:22][CH2:21]1, predict the reaction product. The product is: [C:1]([O:5][C:6](=[O:14])[NH:7][C:8]1[CH:9]=[CH:10][CH:11]=[CH:12][C:13]=1[C:20]1([OH:24])[CH2:23][CH2:22][CH2:21]1)([CH3:4])([CH3:2])[CH3:3].